Dataset: Full USPTO retrosynthesis dataset with 1.9M reactions from patents (1976-2016). Task: Predict the reactants needed to synthesize the given product. (1) Given the product [NH2:42][C:12]1[N:15]=[CH:10][C:9]([C:18]2[CH:19]=[CH:20][C:21]([CH2:24][C:25]([NH:27][C:28]3[CH:32]=[C:31]([C:33]([CH3:36])([CH3:35])[CH3:34])[O:30][N:29]=3)=[O:26])=[N:22][CH:23]=2)=[CH:14][N:13]=1, predict the reactants needed to synthesize it. The reactants are: CC1(C)C(C)(C)OB([C:9]2[CH:10]=C[C:12]([NH2:15])=[N:13][CH:14]=2)O1.Br[C:18]1[CH:19]=[CH:20][C:21]([CH2:24][C:25]([NH:27][C:28]2[CH:32]=[C:31]([C:33]([CH3:36])([CH3:35])[CH3:34])[O:30][N:29]=2)=[O:26])=[N:22][CH:23]=1.BrC1C=CC(NCCOC)=[N:42]C=1. (2) Given the product [C:11]1([C:14]2[CH:15]=[CH:16][CH:17]=[CH:18][CH:19]=2)[CH:10]=[CH:9][C:8]([NH:7][C:4]2[CH:5]=[CH:6][C:1]([C:27]3[CH:32]=[CH:31][CH:30]=[CH:29][CH:28]=3)=[CH:2][CH:3]=2)=[CH:13][CH:12]=1, predict the reactants needed to synthesize it. The reactants are: [C:1]1([C:27]2[CH:32]=[CH:31][CH:30]=[CH:29][CH:28]=2)[CH:6]=[CH:5][C:4]([N:7](CC2C=CC=CC=2)[C:8]2[CH:13]=[CH:12][C:11]([C:14]3[CH:19]=[CH:18][CH:17]=[CH:16][CH:15]=3)=[CH:10][CH:9]=2)=[CH:3][CH:2]=1.C(Cl)(Cl)Cl.C(O)C.[H][H]. (3) Given the product [Cl:12][C:8]1[N:7]=[C:6]([CH:5]([OH:14])[CH3:4])[CH:11]=[CH:10][CH:9]=1, predict the reactants needed to synthesize it. The reactants are: C(O[C:4](=O)[CH2:5][C:6]1[CH:11]=[CH:10][CH:9]=[C:8]([Cl:12])[N:7]=1)C.[O:14]1CCCC1. (4) Given the product [C:33]([O:15][N:14]=[C:12]([CH2:11][O:10][CH2:9][CH2:8][CH2:7][CH2:6][CH2:5][O:4][C:3]1[C:2]([Cl:1])=[CH:19][C:18]([O:20][CH2:21][CH:22]=[C:23]([Cl:25])[Cl:24])=[CH:17][C:16]=1[Cl:26])[CH3:13])([CH3:35])([CH3:34])[CH3:32], predict the reactants needed to synthesize it. The reactants are: [Cl:1][C:2]1[CH:19]=[C:18]([O:20][CH2:21][CH:22]=[C:23]([Cl:25])[Cl:24])[CH:17]=[C:16]([Cl:26])[C:3]=1[O:4][CH2:5][CH2:6][CH2:7][CH2:8][CH2:9][O:10][CH2:11][C:12](=[N:14][OH:15])[CH3:13].S(=O)(=O)(O)O.[CH2:32]=[C:33]([CH3:35])[CH3:34].C(=O)([O-])O.[Na+].